From a dataset of Catalyst prediction with 721,799 reactions and 888 catalyst types from USPTO. Predict which catalyst facilitates the given reaction. (1) Reactant: [CH2:1]([N:8]1[C:12]([C:13]2[CH:18]=[CH:17][CH:16]=[CH:15][CH:14]=2)=[CH:11][CH:10]=[C:9]1[C:19]1[CH:20]=[C:21]2[C:26](=[CH:27][CH:28]=1)[CH:25]=[C:24]([OH:29])[CH:23]=[CH:22]2)[C:2]1[CH:7]=[CH:6][CH:5]=[CH:4][CH:3]=1.Br[CH2:31][C:32]#[N:33].C(=O)([O-])[O-].[Cs+].[Cs+]. Product: [CH2:1]([N:8]1[C:12]([C:13]2[CH:14]=[CH:15][CH:16]=[CH:17][CH:18]=2)=[CH:11][CH:10]=[C:9]1[C:19]1[CH:20]=[C:21]2[C:26](=[CH:27][CH:28]=1)[CH:25]=[C:24]([O:29][CH2:31][C:32]#[N:33])[CH:23]=[CH:22]2)[C:2]1[CH:3]=[CH:4][CH:5]=[CH:6][CH:7]=1. The catalyst class is: 2. (2) Product: [CH3:1][C:2]1[C:7]([CH:8]=[O:9])=[C:6]([C:10]2[CH:11]=[CH:12][C:13]([CH3:16])=[CH:14][CH:15]=2)[N:5]2[N:17]=[C:18]([C:20]3[CH:25]=[CH:24][CH:23]=[CH:22][CH:21]=3)[CH:19]=[C:4]2[N:3]=1. The catalyst class is: 2. Reactant: [CH3:1][C:2]1[C:7]([CH2:8][OH:9])=[C:6]([C:10]2[CH:15]=[CH:14][C:13]([CH3:16])=[CH:12][CH:11]=2)[N:5]2[N:17]=[C:18]([C:20]3[CH:25]=[CH:24][CH:23]=[CH:22][CH:21]=3)[CH:19]=[C:4]2[N:3]=1.C1C=C[NH+]=CC=1.[O-][Cr](Cl)(=O)=O. (3) Reactant: [CH3:1][N:2]1[CH:7]=[C:6](B2OC(C)(C)C(C)(C)O2)[C:5]2[CH:17]=[CH:18][N:19]([S:20]([C:23]3[CH:28]=[CH:27][C:26]([CH3:29])=[CH:25][CH:24]=3)(=[O:22])=[O:21])[C:4]=2[C:3]1=[O:30].Br[C:32]1[CH:38]=[CH:37][C:35]([NH2:36])=[C:34]([N+:39]([O-:41])=[O:40])[C:33]=1[O:42][C:43]1[CH:48]=[CH:47][C:46]([F:49])=[CH:45][C:44]=1[F:50].P([O-])([O-])([O-])=O.[K+].[K+].[K+].CC12CC3(C)OC(C)(CC(C)(O3)O1)P2C1C=CC=CC=1. Product: [NH2:36][C:35]1[CH:37]=[CH:38][C:32]([C:6]2[C:5]3[CH:17]=[CH:18][N:19]([S:20]([C:23]4[CH:24]=[CH:25][C:26]([CH3:29])=[CH:27][CH:28]=4)(=[O:21])=[O:22])[C:4]=3[C:3](=[O:30])[N:2]([CH3:1])[CH:7]=2)=[C:33]([O:42][C:43]2[CH:48]=[CH:47][C:46]([F:49])=[CH:45][C:44]=2[F:50])[C:34]=1[N+:39]([O-:41])=[O:40]. The catalyst class is: 333. (4) Product: [Br:1][C:2]1[CH:9]=[CH:8][C:5]([CH2:6][NH2:7])=[C:4]([Cl:10])[CH:3]=1. The catalyst class is: 1. Reactant: [Br:1][C:2]1[CH:9]=[CH:8][C:5]([C:6]#[N:7])=[C:4]([Cl:10])[CH:3]=1. (5) Reactant: [CH3:1][O-:2].[Na+].[Cl:4][C:5]1[CH:10]=[CH:9][C:8]([C:11]2[N:12]=[C:13]([CH2:16][C:17](N(OC)C)=O)[S:14][CH:15]=2)=[CH:7][CH:6]=1.[CH3:23]I.[CH3:25][N:26]([CH:28]=[O:29])C. The catalyst class is: 6. Product: [Cl:4][C:5]1[CH:6]=[CH:7][C:8]([C:11]2[N:12]=[C:13]([C:16]([CH3:17])([CH3:23])[C:28]([N:26]([O:2][CH3:1])[CH3:25])=[O:29])[S:14][CH:15]=2)=[CH:9][CH:10]=1. (6) Product: [Cl:1][C:2]1[CH:3]=[C:4]([CH2:8][C:9]([O:11][CH3:12])=[O:10])[CH:5]=[CH:6][CH:7]=1. The catalyst class is: 68. Reactant: [Cl:1][C:2]1[CH:3]=[C:4]([CH2:8][C:9]([OH:11])=[O:10])[CH:5]=[CH:6][CH:7]=1.[CH3:12]O.OS(O)(=O)=O.